Dataset: Forward reaction prediction with 1.9M reactions from USPTO patents (1976-2016). Task: Predict the product of the given reaction. (1) Given the reactants C[O:2][C:3](=[O:30])[CH:4]=[CH:5][C:6]1[CH:11]=[CH:10][C:9]([CH2:12][N:13]2[CH:17]=[C:16]([C:18]3[CH:23]=[CH:22][C:21]([CH2:24][N:25]4[CH2:29][CH2:28][CH2:27][CH2:26]4)=[CH:20][CH:19]=3)[N:15]=[N:14]2)=[CH:8][CH:7]=1.O.[OH-].[Na+], predict the reaction product. The product is: [N:25]1([CH2:24][C:21]2[CH:20]=[CH:19][C:18]([C:16]3[N:15]=[N:14][N:13]([CH2:12][C:9]4[CH:8]=[CH:7][C:6]([CH:5]=[CH:4][C:3]([OH:30])=[O:2])=[CH:11][CH:10]=4)[CH:17]=3)=[CH:23][CH:22]=2)[CH2:29][CH2:28][CH2:27][CH2:26]1. (2) Given the reactants CN1CCOCC1.[Si:8]([O:25][CH2:26][C@H:27]1[CH2:31][CH2:30][C@:29]([CH2:33][OH:34])([CH3:32])[C:28]1([CH3:36])[CH3:35])([C:21]([CH3:24])([CH3:23])[CH3:22])([C:15]1[CH:20]=[CH:19][CH:18]=[CH:17][CH:16]=1)[C:9]1[CH:14]=[CH:13][CH:12]=[CH:11][CH:10]=1, predict the reaction product. The product is: [Si:8]([O:25][CH2:26][C@H:27]1[CH2:31][CH2:30][C@@:29]([CH3:32])([CH:33]=[O:34])[C:28]1([CH3:36])[CH3:35])([C:21]([CH3:23])([CH3:24])[CH3:22])([C:15]1[CH:16]=[CH:17][CH:18]=[CH:19][CH:20]=1)[C:9]1[CH:10]=[CH:11][CH:12]=[CH:13][CH:14]=1. (3) The product is: [C:1]([O:5][C:6]([N:8]1[CH2:13][CH2:12][CH:11]([O:14][C:15]2[CH:20]=[CH:19][C:18]([NH2:21])=[CH:17][C:16]=2[CH3:24])[CH2:10][CH2:9]1)=[O:7])([CH3:4])([CH3:3])[CH3:2]. Given the reactants [C:1]([O:5][C:6]([N:8]1[CH2:13][CH2:12][CH:11]([O:14][C:15]2[CH:20]=[CH:19][C:18]([N+:21]([O-])=O)=[CH:17][C:16]=2[CH3:24])[CH2:10][CH2:9]1)=[O:7])([CH3:4])([CH3:3])[CH3:2], predict the reaction product. (4) Given the reactants [N+:1]([C:4]1[CH:9]=[CH:8][C:7]([N:10]2[CH2:15][CH2:14][NH:13][CH2:12][CH2:11]2)=[CH:6][CH:5]=1)([O-])=O.Br[CH2:17][CH2:18][CH2:19][N:20]1C(=O)C2=CC=CC=C2[C:21]1=[O:30].C(=O)([O-])[O-].[K+].[K+].O.NN.C[Si]([N:44]=C=O)(C)C, predict the reaction product. The product is: [NH2:1][C:4]1[CH:9]=[CH:8][C:7]([N:10]2[CH2:15][CH2:14][N:13]([CH2:17][CH2:18][CH2:19][NH:20][C:21]([NH2:44])=[O:30])[CH2:12][CH2:11]2)=[CH:6][CH:5]=1. (5) Given the reactants [Br:1][C:2]1[CH:7]=[C:6]([CH2:8][NH:9][C:10]2[CH:18]=[CH:17][CH:16]=[CH:15][C:11]=2[C:12]([OH:14])=O)[CH:5]=[CH:4][N:3]=1.[CH3:19][N:20]1[CH:28]=[C:27]2[C:22]([CH:23]=[C:24]([NH2:29])[CH:25]=[CH:26]2)=[N:21]1.CN1CCOCC1.F[P-](F)(F)(F)(F)F.N1(OC(N(C)C)=[N+](C)C)C2N=CC=CC=2N=N1, predict the reaction product. The product is: [Br:1][C:2]1[CH:7]=[C:6]([CH2:8][NH:9][C:10]2[CH:18]=[CH:17][CH:16]=[CH:15][C:11]=2[C:12]([NH:29][C:24]2[CH:25]=[CH:26][C:27]3[C:22]([CH:23]=2)=[N:21][N:20]([CH3:19])[CH:28]=3)=[O:14])[CH:5]=[CH:4][N:3]=1.